From a dataset of Catalyst prediction with 721,799 reactions and 888 catalyst types from USPTO. Predict which catalyst facilitates the given reaction. Reactant: [C:1]([NH:8][C@H:9]([C:14]([OH:16])=[O:15])[C@H:10]([CH2:12][CH3:13])[CH3:11])([O:3][C:4]([CH3:7])([CH3:6])[CH3:5])=[O:2].[OH-].C([N+](CCCC)(CCCC)CCCC)CCC.[Cl:35][CH2:36]I. Product: [Cl:35][CH2:36][O:15][C:14](=[O:16])[C@H:9]([C@H:10]([CH2:12][CH3:13])[CH3:11])[NH:8][C:1]([O:3][C:4]([CH3:5])([CH3:7])[CH3:6])=[O:2]. The catalyst class is: 12.